From a dataset of Catalyst prediction with 721,799 reactions and 888 catalyst types from USPTO. Predict which catalyst facilitates the given reaction. (1) Reactant: [CH3:1][O:2][C:3]1[C:15]([O:16][CH3:17])=[CH:14][C:6]2[S:7][C:8]([C:10]([O:12]C)=[O:11])=[CH:9][C:5]=2[CH:4]=1.[OH-].[Na+].Cl. Product: [CH3:1][O:2][C:3]1[C:15]([O:16][CH3:17])=[CH:14][C:6]2[S:7][C:8]([C:10]([OH:12])=[O:11])=[CH:9][C:5]=2[CH:4]=1. The catalyst class is: 200. (2) Reactant: [OH:1][C:2]1[CH:29]=[C:28]([I:30])[CH:27]=[CH:26][C:3]=1[C:4](=[O:25])[CH:5]=[CH:6][C:7]1[CH:12]=[C:11]([O:13][CH3:14])[C:10]([O:15][CH2:16][C:17]2[CH:22]=[CH:21][CH:20]=[CH:19][CH:18]=2)=[C:9]([O:23][CH3:24])[CH:8]=1.[OH-:31].[Na+].OO.Cl. Product: [OH:31][C:5]1[C:4](=[O:25])[C:3]2[C:2](=[CH:29][C:28]([I:30])=[CH:27][CH:26]=2)[O:1][C:6]=1[C:7]1[CH:12]=[C:11]([O:13][CH3:14])[C:10]([O:15][CH2:16][C:17]2[CH:22]=[CH:21][CH:20]=[CH:19][CH:18]=2)=[C:9]([O:23][CH3:24])[CH:8]=1. The catalyst class is: 5. (3) Reactant: [N+:1]([C:4]1[CH:9]=[CH:8][C:7]([O:10][CH2:11][C:12]([F:15])([F:14])[F:13])=[CH:6][CH:5]=1)([O-])=O. Product: [F:13][C:12]([F:14])([F:15])[CH2:11][O:10][C:7]1[CH:6]=[CH:5][C:4]([NH2:1])=[CH:9][CH:8]=1. The catalyst class is: 19. (4) Reactant: [NH2:1][C:2]1[C:3]2[C:10]([C:11]([C:13]3[CH:14]=[CH:15][C:16]([O:31][CH3:32])=[C:17]([NH:19][C:20]([NH:22][C:23]4[CH:28]=[CH:27][C:26]([Cl:29])=[CH:25][C:24]=4[Cl:30])=[O:21])[CH:18]=3)=[O:12])=[CH:9][N:8]([CH:33]([CH3:35])[CH3:34])[C:4]=2[N:5]=[CH:6][N:7]=1.C(O)C.ClCCl.[CH3:42][S:43]([OH:46])(=[O:45])=[O:44]. Product: [NH2:1][C:2]1[C:3]2[C:10]([C:11]([C:13]3[CH:14]=[CH:15][C:16]([O:31][CH3:32])=[C:17]([NH:19][C:20]([NH:22][C:23]4[CH:28]=[CH:27][C:26]([Cl:29])=[CH:25][C:24]=4[Cl:30])=[O:21])[CH:18]=3)=[O:12])=[CH:9][N:8]([CH:33]([CH3:35])[CH3:34])[C:4]=2[N:5]=[CH:6][N:7]=1.[S:43]([O-:46])(=[O:45])(=[O:44])[CH3:42]. The catalyst class is: 8. (5) Reactant: O1[C:5]2([CH2:10][CH2:9][CH:8]([O:11][CH2:12][CH:13]3[CH2:18][CH2:17][N:16]([C:19]([O:21][CH2:22][C:23]4[CH:28]=[CH:27][CH:26]=[CH:25][CH:24]=4)=[O:20])[CH2:15][CH2:14]3)[CH2:7][CH2:6]2)[O:4]CC1.Cl.O. Product: [O:4]=[C:5]1[CH2:10][CH2:9][CH:8]([O:11][CH2:12][CH:13]2[CH2:14][CH2:15][N:16]([C:19]([O:21][CH2:22][C:23]3[CH:24]=[CH:25][CH:26]=[CH:27][CH:28]=3)=[O:20])[CH2:17][CH2:18]2)[CH2:7][CH2:6]1. The catalyst class is: 1. (6) Reactant: [OH:1][C:2]1[CH:7]=[CH:6][C:5]([C:8]2[CH:9]=[C:10]3[C:14](=[CH:15][CH:16]=2)[C:13](=O)[CH2:12][CH2:11]3)=[C:4]([NH:18][C:19]2[CH:24]=[CH:23][C:22]([O:25][CH2:26][CH2:27][N:28]3[CH2:33][CH2:32][CH2:31][CH2:30][CH2:29]3)=[CH:21][CH:20]=2)[CH:3]=1.[Cl-].[OH:35][NH3+:36].N1C=CC=CC=1.O. Product: [OH:1][C:2]1[CH:7]=[CH:6][C:5]([C:8]2[CH:9]=[C:10]3[C:14](=[CH:15][CH:16]=2)[C:13](=[N:36][OH:35])[CH2:12][CH2:11]3)=[C:4]([NH:18][C:19]2[CH:24]=[CH:23][C:22]([O:25][CH2:26][CH2:27][N:28]3[CH2:29][CH2:30][CH2:31][CH2:32][CH2:33]3)=[CH:21][CH:20]=2)[CH:3]=1. The catalyst class is: 199.